This data is from Catalyst prediction with 721,799 reactions and 888 catalyst types from USPTO. The task is: Predict which catalyst facilitates the given reaction. (1) Reactant: [F:1][C:2]1[CH:3]=[C:4]([C@@H:9]2[NH:23][C:13]3[NH:14][C:15](=[O:22])[N:16]([CH:19]([CH3:21])[CH3:20])[C:17](=[O:18])[C:12]=3[C:11](=O)[CH2:10]2)[CH:5]=[CH:6][C:7]=1[F:8].[Li+].[BH4-].O.CC#N. Product: [F:1][C:2]1[CH:3]=[C:4]([C@@H:9]2[NH:23][C:13]3[NH:14][C:15](=[O:22])[N:16]([CH:19]([CH3:21])[CH3:20])[C:17](=[O:18])[C:12]=3[CH2:11][CH2:10]2)[CH:5]=[CH:6][C:7]=1[F:8]. The catalyst class is: 1. (2) Product: [CH2:57]([NH:56][C:54]([NH:53][C:50]1[CH:51]=[CH:52][C:47]([CH2:46][CH2:45][C:37]2[N:36]([C:33]3[CH:34]=[CH:35][C:30]([CH2:29][CH2:28][NH:27][CH2:26][C@H:25]([OH:63])[CH2:24][O:23][C:22]4[CH:21]=[CH:20][C:19]([OH:18])=[CH:65][CH:64]=4)=[CH:31][CH:32]=3)[C:40]3=[N:41][CH:42]=[CH:43][CH:44]=[C:39]3[N:38]=2)=[CH:48][CH:49]=1)=[O:55])[CH2:58][CH2:59][CH2:60][CH2:61][CH3:62]. The catalyst class is: 147. Reactant: [Si]([O:18][C:19]1[CH:65]=[CH:64][C:22]([O:23][CH2:24][C@@H:25]([OH:63])[CH2:26][NH:27][CH2:28][CH2:29][C:30]2[CH:35]=[CH:34][C:33]([N:36]3[C:40]4=[N:41][CH:42]=[CH:43][CH:44]=[C:39]4[N:38]=[C:37]3[CH2:45][CH2:46][C:47]3[CH:52]=[CH:51][C:50]([NH:53][C:54]([NH:56][CH2:57][CH2:58][CH2:59][CH2:60][CH2:61][CH3:62])=[O:55])=[CH:49][CH:48]=3)=[CH:32][CH:31]=2)=[CH:21][CH:20]=1)(C(C)(C)C)(C1C=CC=CC=1)C1C=CC=CC=1. (3) Product: [C:35]([O:34][C:32]([NH:31][C@:4]([CH2:1][CH2:2][CH3:3])([CH2:10][CH2:11][CH2:12][C:13]1[CH:18]=[CH:17][C:16]([S:19][C:20]2[CH:25]=[CH:24][CH:23]=[C:22]([C:26]([F:29])([F:27])[F:28])[CH:21]=2)=[CH:15][C:14]=1[Cl:30])[C:5]([O:7][CH2:8][CH3:9])=[O:6])=[O:33])([CH3:38])([CH3:36])[CH3:37]. The catalyst class is: 78. Reactant: [CH2:1]([C@@:4]([NH:31][C:32]([O:34][C:35]([CH3:38])([CH3:37])[CH3:36])=[O:33])([CH2:10][CH2:11][CH2:12][C:13]1[CH:18]=[CH:17][C:16]([S:19][C:20]2[CH:25]=[CH:24][CH:23]=[C:22]([C:26]([F:29])([F:28])[F:27])[CH:21]=2)=[CH:15][C:14]=1[Cl:30])[C:5]([O:7][CH2:8][CH3:9])=[O:6])[CH:2]=[CH2:3]. (4) Reactant: [CH3:1][N:2]([CH3:23])[C:3]1[CH:8]=[CH:7][C:6]([C:9]2[CH:10]=[N:11][C:12]3[C:17]([N:18]=2)=[CH:16][C:15]([O:19][CH2:20][CH2:21][OH:22])=[CH:14][CH:13]=3)=[CH:5][CH:4]=1.[C:24]1([CH3:34])[CH:29]=[CH:28][C:27]([S:30](Cl)(=[O:32])=[O:31])=[CH:26][CH:25]=1.[Si](OC1C=CC(N)=C([N+]([O-])=O)C=1)(C(C)(C)C)(C)C. Product: [CH3:1][N:2]([CH3:23])[C:3]1[CH:4]=[CH:5][C:6]([C:9]2[CH:10]=[N:11][C:12]3[C:17]([N:18]=2)=[CH:16][C:15]([O:19][CH2:20][CH2:21][O:22][S:30]([C:27]2[CH:28]=[CH:29][C:24]([CH3:34])=[CH:25][CH:26]=2)(=[O:32])=[O:31])=[CH:14][CH:13]=3)=[CH:7][CH:8]=1. The catalyst class is: 17. (5) Reactant: [NH2:1][C:2]1[CH:3]=[C:4]([C:8]2[S:12][C:11]([NH:13][C:14]([NH2:16])=[NH:15])=[N:10][C:9]=2[CH3:17])[CH:5]=[CH:6][CH:7]=1.[Br:18][C:19]1[CH:26]=[CH:25][CH:24]=[C:23]([OH:27])[C:20]=1[CH:21]=O. Product: [Br:18][C:19]1[CH:26]=[CH:25][CH:24]=[C:23]([OH:27])[C:20]=1[CH2:21][NH:1][C:2]1[CH:3]=[C:4]([C:8]2[S:12][C:11]([NH:13][C:14]([NH2:16])=[NH:15])=[N:10][C:9]=2[CH3:17])[CH:5]=[CH:6][CH:7]=1. The catalyst class is: 411. (6) Reactant: [F:1][C:2]1[CH:3]=[CH:4][C:5]([N+:16]([O-])=O)=[C:6]([NH:8][C:9]2[CH:14]=[CH:13][CH:12]=[CH:11][C:10]=2[F:15])[CH:7]=1. Product: [F:1][C:2]1[CH:7]=[C:6]([NH:8][C:9]2[CH:14]=[CH:13][CH:12]=[CH:11][C:10]=2[F:15])[C:5]([NH2:16])=[CH:4][CH:3]=1. The catalyst class is: 25. (7) Reactant: [CH2:1]([O:8][C:9]([N:11]1[CH:15]([C:16]([OH:18])=[O:17])[CH2:14][S:13][C@@H:12]1[CH:19]1[CH2:24][CH2:23][CH2:22][N:21](C(OC(C)(C)C)=O)[CH2:20]1)=[O:10])[C:2]1[CH:7]=[CH:6][CH:5]=[CH:4][CH:3]=1.C(OCC)(=O)C. Product: [CH2:1]([O:8][C:9]([N:11]1[CH:15]([C:16]([OH:18])=[O:17])[CH2:14][S:13][C@@H:12]1[CH:19]1[CH2:24][CH2:23][CH2:22][NH:21][CH2:20]1)=[O:10])[C:2]1[CH:3]=[CH:4][CH:5]=[CH:6][CH:7]=1. The catalyst class is: 281. (8) Reactant: [CH:1]1([NH:4][C:5]([C:7]2[CH:8]=[CH:9][C:10]([CH3:31])=[C:11]([C:13]3[CH:14]=[C:15]4[C:20](=[CH:21][CH:22]=3)[C:19](=[O:23])[N:18]([CH2:24][CH:25]3[CH2:27][CH2:26]3)[CH:17]=[C:16]4[C:28](O)=[O:29])[CH:12]=2)=[O:6])[CH2:3][CH2:2]1.[NH:32]1[CH2:36][CH2:35][C@@H:34]([NH2:37])[CH2:33]1.C(N(CC)C(C)C)(C)C.CN(C(ON1N=NC2C=CC=NC1=2)=[N+](C)C)C.F[P-](F)(F)(F)(F)F. Product: [NH2:37][C@@H:34]1[CH2:35][CH2:36][N:32]([C:28]([C:16]2[C:15]3[C:20](=[CH:21][CH:22]=[C:13]([C:11]4[CH:12]=[C:7]([CH:8]=[CH:9][C:10]=4[CH3:31])[C:5]([NH:4][CH:1]4[CH2:2][CH2:3]4)=[O:6])[CH:14]=3)[C:19](=[O:23])[N:18]([CH2:24][CH:25]3[CH2:27][CH2:26]3)[CH:17]=2)=[O:29])[CH2:33]1. The catalyst class is: 3. (9) Reactant: [C:1]([OH:9])(=O)[C:2]1[CH:7]=[CH:6][CH:5]=[CH:4][CH:3]=1.F[P-](F)(F)(F)(F)F.N1(OC(N(C)C)=[N+](C)C)C2N=CC=CC=2N=N1.C(N(CC)C(C)C)(C)C.[CH2:43]([NH:45][CH2:46][C:47]([CH2:53][NH:54][C:55]1[CH:63]=[CH:62][CH:61]=[C:60]2[C:56]=1[CH:57]=[N:58][N:59]2[C:64]1[CH:69]=[CH:68][CH:67]=[CH:66][CH:65]=1)([OH:52])[C:48]([F:51])([F:50])[F:49])[CH3:44]. Product: [CH2:43]([N:45]([CH2:46][C:47]([OH:52])([CH2:53][NH:54][C:55]1[CH:63]=[CH:62][CH:61]=[C:60]2[C:56]=1[CH:57]=[N:58][N:59]2[C:64]1[CH:65]=[CH:66][CH:67]=[CH:68][CH:69]=1)[C:48]([F:51])([F:50])[F:49])[C:1](=[O:9])[C:2]1[CH:3]=[CH:4][CH:5]=[CH:6][CH:7]=1)[CH3:44]. The catalyst class is: 623. (10) Reactant: [CH2:1]([O:3][C:4](=[O:28])[C:5]([O:8][C:9]1[CH:14]=[CH:13][C:12]([F:15])=[CH:11][C:10]=1/[CH:16]=[C:17]1\[C:18](=[O:27])[NH:19][C:20]2[C:25]\1=[CH:24][CH:23]=[C:22]([Cl:26])[CH:21]=2)([CH3:7])[CH3:6])[CH3:2].[C:29]([O:33][C:34](O[C:34]([O:33][C:29]([CH3:32])([CH3:31])[CH3:30])=[O:35])=[O:35])([CH3:32])([CH3:31])[CH3:30]. Product: [C:29]([O:33][C:34]([N:19]1[C:20]2[C:25](=[CH:24][CH:23]=[C:22]([Cl:26])[CH:21]=2)/[C:17](=[CH:16]/[C:10]2[CH:11]=[C:12]([F:15])[CH:13]=[CH:14][C:9]=2[O:8][C:5]([C:4]([O:3][CH2:1][CH3:2])=[O:28])([CH3:7])[CH3:6])/[C:18]1=[O:27])=[O:35])([CH3:32])([CH3:31])[CH3:30]. The catalyst class is: 112.